Dataset: Reaction yield outcomes from USPTO patents with 853,638 reactions. Task: Predict the reaction yield, written as a fraction of the theoretical maximum amount of product (1.0 means a 100% yield; for example, 0.34 means a 34% yield). (1) The reactants are [CH3:1][NH:2][C:3]1[C:12]2[C:7](=[CH:8][C:9]([Sn](CCCC)(CCCC)CCCC)=[CH:10][CH:11]=2)[N:6]=[C:5]([NH2:26])[N:4]=1.[CH3:27][S:28][C:29]1[CH:34]=[CH:33][CH:32]=[C:31]([C:35]([F:38])([F:37])[F:36])[C:30]=1Br.O1CCCC1.CN(C)C=O. The catalyst is Cl[Pd](Cl)([P](C1C=CC=CC=1)(C1C=CC=CC=1)C1C=CC=CC=1)[P](C1C=CC=CC=1)(C1C=CC=CC=1)C1C=CC=CC=1.O. The product is [CH3:1][NH:2][C:3]1[C:12]2[C:7](=[CH:8][C:9]([C:30]3[C:31]([C:35]([F:37])([F:38])[F:36])=[CH:32][CH:33]=[CH:34][C:29]=3[S:28][CH3:27])=[CH:10][CH:11]=2)[N:6]=[C:5]([NH2:26])[N:4]=1. The yield is 0.143. (2) The reactants are Cl.[Cl:2][C:3]1[CH:8]=[CH:7][C:6]([C:9]2[CH2:10][CH2:11][NH:12][CH2:13][CH:14]=2)=[CH:5][CH:4]=1.C(N(CC)CC)C.[C:22]([O:26][C:27](O[C:27]([O:26][C:22]([CH3:25])([CH3:24])[CH3:23])=[O:28])=[O:28])([CH3:25])([CH3:24])[CH3:23].C(N1CCC(=O)CC1)C1C=CC=CC=1.Cl. The catalyst is C(Cl)Cl.[Cl-].[Na+].O. The product is [C:22]([O:26][C:27]([N:12]1[CH2:11][CH:10]=[C:9]([C:6]2[CH:7]=[CH:8][C:3]([Cl:2])=[CH:4][CH:5]=2)[CH2:14][CH2:13]1)=[O:28])([CH3:25])([CH3:24])[CH3:23]. The yield is 0.930.